This data is from Drug-target binding data from BindingDB using IC50 measurements. The task is: Regression. Given a target protein amino acid sequence and a drug SMILES string, predict the binding affinity score between them. We predict pIC50 (pIC50 = -log10(IC50 in M); higher means more potent). Dataset: bindingdb_ic50. (1) The small molecule is COc1ccc(-c2ccc(S(=O)(=O)N[C@H](Cc3c[nH]c4ccccc34)C(=O)O)cc2)cc1. The target protein (P14780) has sequence MSLWQPLVLVLLVLGCCFAAPRQRQSTLVLFPGDLRTNLTDRQLAEEYLYRYGYTRVAEMRGESKSLGPALLLLQKQLSLPETGELDSATLKAMRTPRCGVPDLGRFQTFEGDLKWHHHNITYWIQNYSEDLPRAVIDDAFARAFALWSAVTPLTFTRVYSRDADIVIQFGVAEHGDGYPFDGKDGLLAHAFPPGPGIQGDAHFDDDELWSLGKGVVVPTRFGNADGAACHFPFIFEGRSYSACTTDGRSDGLPWCSTTANYDTDDRFGFCPSERLYTQDGNADGKPCQFPFIFQGQSYSACTTDGRSDGYRWCATTANYDRDKLFGFCPTRADSTVMGGNSAGELCVFPFTFLGKEYSTCTSEGRGDGRLWCATTSNFDSDKKWGFCPDQGYSLFLVAAHEFGHALGLDHSSVPEALMYPMYRFTEGPPLHKDDVNGIRHLYGPRPEPEPRPPTTTTPQPTAPPTVCPTGPPTVHPSERPTAGPTGPPSAGPTGPPTAG.... The pIC50 is 7.1. (2) The drug is CC[C@]1(C)NC(=O)c2cc(S(=O)(=O)Nc3ccc(F)cc3F)ccc2NC1=O. The target protein (Q921V5) has sequence MRFRIYKRKVLILTLVVAACGFVLWSSNGRQRKSDALGPPLLDAEPVRGAGHLAVSVGIRRVSNESAAPLVPAVPRPEVDNLTLRYRSLVYQLNFDQMLRNVGNDGTWSPGELVLVVQVHNRPEYLRLLIDSLRKAQGIQEVLVIFSHDFWSAEINSLISRVDFCPVLQVFFPFSIQLYPNEFPGSDPRDCPRDLKKNAALKLGCINAEYPDSFGHYREAKFSQTKHHWWWKLHFVWERVKVLQDYTGLILFLEEDHYLAPDFYHVFKKMWKLKQQECPGCDVLSLGTYTTIRSFYGIADKVDVKTWKSTEHNMGLALTRDAYQKLIECTDTFCTYDDYNWDWTLQYLTLACLPKIWKVLVPQAPRIFHAGDCGMHHKKTCRPSTQSAQIESLLNSNKQYLFPETLVIGEKFPMAAISPPRKNGGWGDIRDHELCKSYRRLQ. The pIC50 is 7.1. (3) The compound is CCO/C(O)=C1\C(C[S+]([O-])c2ccc(OC)cc2)=NC(C)=C(C#N)C1c1ccccc1C(F)(F)F. The target protein (Q02485) has sequence MEPSSPQDEGLRKKQPKKPVPEILPRPPRALFCLTLQNPLRKACISVVEWKPFETIILLTIFANCVALAVYLPMPEDDNNTLNLGLEKLEYFFLIVFSIEAAMKIIAYGFLFHQDAYLRSGWNVLDFIIVFLGVFTAILEQVNIIQTNTAPMSSKGAGLDVKALRAFRVLRPLRLVSGVPSLQVVLNSIFKAMLPLFHIALLVLFMVIIYAIIGLELFKGKMHKTCYFIGTDIVATVENEKPSPCARTGSGRPCTINGSECRGGWPGPNHGITHFDNFGFSMLTVYQCISMEGWTDVLYWVNDAIGNEWPWIYFVTLILLGSFFILNLVLGVLSGEFTKEREKAKSRGTFQKLREKQQLEEDLRGYMSWITQGEVMDVDDLREGKLSLDEGGSDTESLYEIEGLNKIIQFIRHWRQWNRVFRWKCHDLVKSKVFYWLVILIVALNTLSIASEHHNQPLWLTHLQDVANRVLLALFTIEMLMKMYGLGLRQYFMSIFNRFD.... The pIC50 is 5.9. (4) The compound is C[C@H]1C=C(CCCCCCCCCCCC[C@@H](O)[C@H]2CC[C@H]([C@H]3CC[C@H]([C@@H](C)O)O3)O2)C(=O)O1. The target protein (Q8HXG6) has sequence MAKTVLRQYWDIPEGTECHRKTYATTSIGGAAGLVVSAYSVALKTPTSFLEGVARTGRYTFTAAAIGAIFGLTSCISAQVREKPDDPLNYLIGGCAGGLILGARTRSYGIGAAACAYMGLTAALVKMGQLEGWQVFAEPKV. The pIC50 is 8.5. (5) The target protein (O94956) has sequence MGPRIGPAGEVPQVPDKETKATMGTENTPGGKASPDPQDVRPSVFHNIKLFVLCHSLLQLAQLMISGYLKSSISTVEKRFGLSSQTSGLLASFNEVGNTALIVFVSYFGSRVHRPRMIGYGAILVALAGLLMTLPHFISEPYRYDNTSPEDMPQDFKASLCLPTTSAPASAPSNGNCSSYTETQHLSVVGIMFVAQTLLGVGGVPIQPFGISYIDDFAHNSNSPLYLGILFAVTMMGPGLAFGLGSLMLRLYVDINQMPEGGISLTIKDPRWVGAWWLGFLIAAGAVALAAIPYFFFPKEMPKEKRELQFRRKVLAVTDSPARKGKDSPSKQSPGESTKKQDGLVQIAPNLTVIQFIKVFPRVLLQTLRHPIFLLVVLSQVCLSSMAAGMAIFLPKFLERQFSITASYANLLIGCLSFPSVIVGIVVGGVLVKRLHLGPVGCGALCLLGMLLCLFFSLPLFFIGCSSHQIAGITHQTSAHPGLELSPSCMEACSCPLDGF.... The small molecule is O=C(O)c1cc(N=Nc2ccc(S(=O)(=O)Nc3ccccn3)cc2)ccc1O. The pIC50 is 5.5. (6) The pIC50 is 6.0. The compound is CC[C@H](CO)Nc1nc(NCc2ccccc2)c2ncn(C(C)C)c2n1. The target protein (P17599) has sequence MNYLRRRLSDSNFMANLPNGYMTDLQRPQPPPPPPAAPSPGATTGPATATAERASSAAPVASPAAPSPGSSGGGGFFSSLSNAVKQTTAAAAATFSEQVGGGSGGAGRGGAAARVLLVIDEPHTDWAKYFKGKKIHGEIDIKVEQAEFSDLNLVAHANGGFSVDMEVLRNGVKVVRSLKPDFVLIRQHAFSMARNGDYRSLVIGLQYAGIPSINSLHSVYNFCDKPWVFAQMVRLHKKLGTEEFPLINQTFYPNHKEMLSSTTYPVVVKMGHAHSGMGKVKVDNQHDFQDIASVVALTKTYATTEPFIDAKYDVRIQKIGQNYKAYMRTSVSGNWKTNTGSAMLEQIAMSDRYKLWVDTCSEIFGGLDICAVEALHGKDGRDHIIQVVGSSMPLIGDHQDEDKQLIVELVVNKMAQALPRQRQRDASPGRGSHSQTPSPGALPLGRQISQQPAGPPAQQRPPPQGGPPQPGPGPQRQGPPLQQRPTPQGQQHLSGLGPPA.... (7) The small molecule is CC(=O)N1CCc2nc(N3CCN(Cc4ccc(F)cc4F)CC3)c(N[C@H]3CCOC3)nc2C1. The target protein (P46095) has sequence MNASAASLNDSQVVVVAAEGAAAAATAAGGPDTGEWGPPAAAALGAGGGANGSLELSSQLSAGPPGLLLPAVNPWDVLLCVSGTVIAGENALVVALIASTPALRTPMFVLVGSLATADLLAGCGLILHFVFQYLVPSETVSLLTVGFLVASFAASVSSLLAITVDRYLSLYNALTYYSRRTLLGVHLLLAATWTVSLGLGLLPVLGWNCLAERAACSVVRPLARSHVALLSAAFFMVFGIMLHLYVRICQVVWRHAHQIALQQHCLAPPHLAATRKGVGTLAVVLGTFGASWLPFAIYCVVGSHEDPAVYTYATLLPATYNSMINPIIYAFRNQEIQRALWLLLCGCFQSKVPFRSRSPSEV. The pIC50 is 9.7.